From a dataset of Catalyst prediction with 721,799 reactions and 888 catalyst types from USPTO. Predict which catalyst facilitates the given reaction. (1) Product: [CH2:1]([O:8][C:9]([N:11]1[CH2:16][CH2:15][CH:14]([N:19]([C:25]([O:24][C:20]([CH3:23])([CH3:22])[CH3:21])=[O:27])[CH3:18])[CH2:13][CH2:12]1)=[O:10])[C:2]1[CH:7]=[CH:6][CH:5]=[CH:4][CH:3]=1. Reactant: [CH2:1]([O:8][C:9]([N:11]1[CH2:16][CH2:15][C:14](=O)[CH2:13][CH2:12]1)=[O:10])[C:2]1[CH:7]=[CH:6][CH:5]=[CH:4][CH:3]=1.[CH3:18][NH2:19].[C:20]([O:24][C:25]([O:27]C(OC(C)(C)C)=O)=O)([CH3:23])([CH3:22])[CH3:21]. The catalyst class is: 440. (2) Reactant: [Br:1][C:2]1[CH:3]=[C:4]([OH:8])[CH:5]=[CH:6][CH:7]=1.[N+:9]([O-])([O-:11])=[O:10].[Na+].O. Product: [Br:1][C:2]1[CH:7]=[CH:6][C:5]([N+:9]([O-:11])=[O:10])=[C:4]([OH:8])[CH:3]=1. The catalyst class is: 65. (3) Reactant: [Br:1][C:2]1[C:3](=[O:33])[N:4]([CH2:19][C:20]([C:22]2[CH:27]=[CH:26][C:25]([N:28]([CH2:31][CH3:32])[CH2:29][CH3:30])=[CH:24][CH:23]=2)=O)[N:5]=[CH:6][C:7]=1[NH:8][C@@H:9]1[CH2:14][C@@H:13]2[CH2:15][C@@H:11]([C:12]2([CH3:17])[CH3:16])[C@H:10]1[CH3:18].CC([NH2:48])C(O)C1C=C(OC)C=CC=1OC.Cl.C([O:53][CH2:54]C)(=O)C. Product: [Br:1][C:2]1[C:3](=[O:33])[N:4]([CH2:19][C:20]([C:22]2[CH:27]=[CH:26][C:25]([N:28]([CH2:29][CH3:30])[CH2:31][CH3:32])=[CH:24][CH:23]=2)=[N:48][O:53][CH3:54])[N:5]=[CH:6][C:7]=1[NH:8][C@@H:9]1[CH2:14][C@@H:13]2[CH2:15][C@@H:11]([C:12]2([CH3:17])[CH3:16])[C@H:10]1[CH3:18]. The catalyst class is: 8. (4) The catalyst class is: 45. Reactant: [N:1]([CH2:4][C@@H:5]1[O:9][C:8]2[C:10]3[C@@H:11]4[CH2:20][C@H:14]([C:15]=3[C:16]([O:18][CH3:19])=[CH:17][C:7]=2[CH2:6]1)[CH2:13][CH2:12]4)=[N+]=[N-]. Product: [CH3:19][O:18][C:16]1[CH:17]=[C:7]2[C:8](=[C:10]3[C:15]=1[CH:14]1[CH2:20][CH:11]3[CH2:12][CH2:13]1)[O:9][CH:5]([CH2:4][NH2:1])[CH2:6]2. (5) Product: [NH2:1][C:2]1[C:11]2[C:6](=[CH:7][CH:8]=[C:9]([C:12]3[S:16][C:15]([CH2:17][NH:18][C:19]4[C:20]([C:21]([NH:23][CH2:24][C:25]5[CH:30]=[CH:29][C:28]([F:31])=[C:27]([F:32])[CH:26]=5)=[O:22])=[CH:33][C:34]([CH2:37][CH3:38])=[CH:35][N:36]=4)=[CH:14][CH:13]=3)[CH:10]=2)[N:5]=[CH:4][N:3]=1. Reactant: [NH2:1][C:2]1[C:11]2[C:6](=[CH:7][CH:8]=[C:9]([C:12]3[S:16][C:15]([CH2:17][NH:18][C:19]4[N:36]=[CH:35][C:34]([C:37]#[CH:38])=[CH:33][C:20]=4[C:21]([NH:23][CH2:24][C:25]4[CH:30]=[CH:29][C:28]([F:31])=[C:27]([F:32])[CH:26]=4)=[O:22])=[CH:14][CH:13]=3)[CH:10]=2)[N:5]=[CH:4][N:3]=1. The catalyst class is: 45. (6) Reactant: [H-].[Na+].[CH:3]1[CH:8]=[CH:7][C:6]([NH:9][C:10]([CH2:12][C:13]([NH:15][C:16]2[CH:21]=[CH:20][CH:19]=[CH:18][CH:17]=2)=[O:14])=[O:11])=[CH:5][CH:4]=1.F[C:23]1[CH:32]=[CH:31][C:26]([C:27]([O:29][CH3:30])=[O:28])=[CH:25][N:24]=1. Product: [NH:9]([C:10](=[O:11])[CH:12]([C:23]1[CH:32]=[CH:31][C:26]([C:27]([O:29][CH3:30])=[O:28])=[CH:25][N:24]=1)[C:13]([NH:15][C:16]1[CH:21]=[CH:20][CH:19]=[CH:18][CH:17]=1)=[O:14])[C:6]1[CH:5]=[CH:4][CH:3]=[CH:8][CH:7]=1. The catalyst class is: 735. (7) Reactant: [Cl:1][C:2]1[C:3]2[N:4]([C:8]([C@H:11]3[CH2:16][CH2:15][C@H:14]([CH2:17][OH:18])[CH2:13][CH2:12]3)=[N:9][CH:10]=2)[CH:5]=[CH:6][N:7]=1.[I:19]N1C(=O)CCC1=O. Product: [Cl:1][C:2]1[C:3]2[N:4]([C:8]([C@H:11]3[CH2:12][CH2:13][C@H:14]([CH2:17][OH:18])[CH2:15][CH2:16]3)=[N:9][C:10]=2[I:19])[CH:5]=[CH:6][N:7]=1. The catalyst class is: 85.